From a dataset of Full USPTO retrosynthesis dataset with 1.9M reactions from patents (1976-2016). Predict the reactants needed to synthesize the given product. (1) Given the product [Cl:28][C:23]1[CH:24]=[CH:25][CH:26]=[CH:27][C:22]=1[CH2:21][N:12]1[C:13]2[S:18][CH:17]=[CH:16][C:14]=2[C:15]2=[N:7][CH:8]=[N:9][N:10]2[C:11]1=[O:19], predict the reactants needed to synthesize it. The reactants are: C(=O)([O-])[O-].[K+].[K+].[N:7]1[CH:8]=[N:9][N:10]2[C:15]=1[C:14]1[CH:16]=[CH:17][S:18][C:13]=1[NH:12][C:11]2=[O:19].Br[CH2:21][C:22]1[CH:27]=[CH:26][CH:25]=[CH:24][C:23]=1[Cl:28]. (2) Given the product [CH3:1][O:2][C:3]1[CH:4]=[C:5]([CH:16]=[CH:17][CH:18]=1)[CH2:6][N:7]1[C:15]2[C:10](=[CH:11][CH:12]=[CH:13][N:14]=2)[C:9]([C:19](=[O:23])[C:20]([Cl:22])=[O:21])=[CH:8]1, predict the reactants needed to synthesize it. The reactants are: [CH3:1][O:2][C:3]1[CH:4]=[C:5]([CH:16]=[CH:17][CH:18]=1)[CH2:6][N:7]1[C:15]2[C:10](=[CH:11][CH:12]=[CH:13][N:14]=2)[CH:9]=[CH:8]1.[C:19](Cl)(=[O:23])[C:20]([Cl:22])=[O:21]. (3) Given the product [F:29][C:2]1([F:1])[CH2:7][CH2:6][N:5]([C:8]([C:10]2[N:11]([C:32]3[CH:33]=[CH:34][S:30][CH:31]=3)[C:12]3[C:17]([CH:18]=2)=[CH:16][C:15]([O:19][CH:20]2[CH2:25][CH2:24][N:23]([CH:26]([CH3:27])[CH3:28])[CH2:22][CH2:21]2)=[CH:14][CH:13]=3)=[O:9])[CH2:4][CH2:3]1, predict the reactants needed to synthesize it. The reactants are: [F:1][C:2]1([F:29])[CH2:7][CH2:6][N:5]([C:8]([C:10]2[NH:11][C:12]3[C:17]([CH:18]=2)=[CH:16][C:15]([O:19][CH:20]2[CH2:25][CH2:24][N:23]([CH:26]([CH3:28])[CH3:27])[CH2:22][CH2:21]2)=[CH:14][CH:13]=3)=[O:9])[CH2:4][CH2:3]1.[S:30]1[CH:34]=[CH:33][C:32](B(O)O)=[CH:31]1. (4) Given the product [CH3:35][CH:34]([NH:36][C:27](=[O:29])[C:26]1[CH:30]=[CH:31][C:23]([C:21](=[O:22])[CH2:20][N:3]2[C:4](=[O:19])[C:5]([C:7]3[CH:12]=[CH:11][CH:10]=[CH:9][CH:8]=3)([C:13]3[CH:18]=[CH:17][CH:16]=[CH:15][CH:14]=3)[N:6]=[C:2]2[CH3:1])=[CH:24][CH:25]=1)[CH:33]([CH3:37])[CH3:32], predict the reactants needed to synthesize it. The reactants are: [CH3:1][C:2]1[N:3]([CH2:20][C:21]([C:23]2[CH:31]=[CH:30][C:26]([C:27]([OH:29])=O)=[CH:25][CH:24]=2)=[O:22])[C:4](=[O:19])[C:5]([C:13]2[CH:18]=[CH:17][CH:16]=[CH:15][CH:14]=2)([C:7]2[CH:12]=[CH:11][CH:10]=[CH:9][CH:8]=2)[N:6]=1.[CH3:32][CH:33]([CH3:37])[CH:34]([NH2:36])[CH3:35].C1(N=C=NC2CCCCC2)CCCCC1.